This data is from Reaction yield outcomes from USPTO patents with 853,638 reactions. The task is: Predict the reaction yield, written as a fraction of the theoretical maximum amount of product (1.0 means a 100% yield; for example, 0.34 means a 34% yield). The reactants are [OH:1][C:2]1[CH:11]=[CH:10][C:5]2[C:6](=[O:9])[CH2:7][O:8][C:4]=2[C:3]=1[CH2:12][N:13]1[CH2:18][CH2:17][N:16]([C:19]([O:21][C:22]([CH3:25])([CH3:24])[CH3:23])=[O:20])[CH2:15][CH2:14]1.[NH:26]1[C:30]2=[N:31][CH:32]=[CH:33][CH:34]=[C:29]2[C:28]([CH:35]=O)=[N:27]1. The catalyst is CO.N1CCCCC1. The product is [NH:26]1[C:30]2=[N:31][CH:32]=[CH:33][CH:34]=[C:29]2[C:28](/[CH:35]=[C:7]2\[O:8][C:4]3[C:3]([CH2:12][N:13]4[CH2:14][CH2:15][N:16]([C:19]([O:21][C:22]([CH3:25])([CH3:24])[CH3:23])=[O:20])[CH2:17][CH2:18]4)=[C:2]([OH:1])[CH:11]=[CH:10][C:5]=3[C:6]\2=[O:9])=[N:27]1. The yield is 0.640.